Dataset: Catalyst prediction with 721,799 reactions and 888 catalyst types from USPTO. Task: Predict which catalyst facilitates the given reaction. Reactant: [CH3:1][C:2]1[CH:3]=[C:4]([CH:26]=[CH:27][C:28]=1[CH3:29])[CH2:5][N:6]1[C:10]([CH3:11])=[C:9]([CH2:12][CH2:13][CH2:14][C:15]2[CH:20]=[CH:19][C:18]([OH:21])=[CH:17][CH:16]=2)[N:8]([CH2:22][CH2:23][CH3:24])[C:7]1=[O:25].Br[C:31]([CH3:38])([CH3:37])[C:32]([O:34][CH2:35][CH3:36])=[O:33].[O-]S([O-])(=O)=O.[Mg+2].C([O-])([O-])=O.[K+].[K+]. Product: [CH2:35]([O:34][C:32](=[O:33])[C:31]([O:21][C:18]1[CH:17]=[CH:16][C:15]([CH2:14][CH2:13][CH2:12][C:9]2[N:8]([CH2:22][CH2:23][CH3:24])[C:7](=[O:25])[N:6]([CH2:5][C:4]3[CH:26]=[CH:27][C:28]([CH3:29])=[C:2]([CH3:1])[CH:3]=3)[C:10]=2[CH3:11])=[CH:20][CH:19]=1)([CH3:38])[CH3:37])[CH3:36]. The catalyst class is: 8.